This data is from Forward reaction prediction with 1.9M reactions from USPTO patents (1976-2016). The task is: Predict the product of the given reaction. (1) Given the reactants [Cl:1][C:2]1[CH:7]=[CH:6][CH:5]=[CH:4][C:3]=1[S:8][C:9]1[C:10]([NH:24][C:25]2[S:29][N:28]=[C:27]([CH:30]3[CH2:35][CH2:34][N:33](C(OC(C)(C)C)=O)[CH2:32][CH2:31]3)[N:26]=2)=[N:11][CH:12]=[C:13]([O:15][C:16]2[CH:21]=[CH:20][C:19]([CH:22]=[O:23])=[CH:18][CH:17]=2)[CH:14]=1.C(O)(C(F)(F)F)=O.C(=O)(O)[O-].[Na+], predict the reaction product. The product is: [Cl:1][C:2]1[CH:7]=[CH:6][CH:5]=[CH:4][C:3]=1[S:8][C:9]1[CH:14]=[C:13]([O:15][C:16]2[CH:17]=[CH:18][C:19]([CH:22]=[O:23])=[CH:20][CH:21]=2)[CH:12]=[N:11][C:10]=1[NH:24][C:25]1[S:29][N:28]=[C:27]([CH:30]2[CH2:35][CH2:34][NH:33][CH2:32][CH2:31]2)[N:26]=1. (2) Given the reactants [CH:1]([C:4]1[N:5]=[C:6]([CH2:9]O)[S:7][CH:8]=1)([CH3:3])[CH3:2].S(Cl)([Cl:13])=O, predict the reaction product. The product is: [Cl:13][CH2:9][C:6]1[S:7][CH:8]=[C:4]([CH:1]([CH3:3])[CH3:2])[N:5]=1. (3) The product is: [CH3:17][C:18]1[CH:23]=[CH:22][N:21]=[C:20]([NH:2][C:1](=[O:8])[O:3][C:4]([CH3:7])([CH3:6])[CH3:5])[N:19]=1. Given the reactants [C:1](=[O:8])([O:3][C:4]([CH3:7])([CH3:6])[CH3:5])[NH2:2].[C:1](=[O:8])([O:3][C:4]([CH3:7])([CH3:6])[CH3:5])[NH2:2].[CH3:17][C:18]1[CH:23]=[CH:22][N:21]=[C:20](N)[N:19]=1, predict the reaction product.